This data is from Forward reaction prediction with 1.9M reactions from USPTO patents (1976-2016). The task is: Predict the product of the given reaction. (1) Given the reactants C(OC(=O)[NH:7][C@H:8]1[CH2:13][CH2:12][N:11]([CH2:14][CH2:15][C:16]2[C:25]3[C:20](=[CH:21][CH:22]=[C:23]([O:26][CH3:27])[CH:24]=3)[N:19]=[CH:18][C:17]=2[Cl:28])[CH2:10][C@H:9]1[OH:29])(C)(C)C.[ClH:31].C1(C)C=CC=CC=1.[O:39]1[CH2:44][CH2:43][O:42][CH2:41][CH2:40]1, predict the reaction product. The product is: [O:39]1[CH2:44][CH2:43][O:42][CH2:41][CH2:40]1.[ClH:28].[ClH:31].[NH2:7][C@H:8]1[CH2:13][CH2:12][N:11]([CH2:14][CH2:15][C:16]2[C:25]3[C:20](=[CH:21][CH:22]=[C:23]([O:26][CH3:27])[CH:24]=3)[N:19]=[CH:18][C:17]=2[Cl:28])[CH2:10][C@H:9]1[OH:29]. (2) Given the reactants [BrH:1].[C:2]([C:5]1[CH:6]=[C:7]([C:11]2[CH:12]=[N:13][C:14]([N:17]3[CH2:22][CH2:21][CH:20]([C:23]4[C:32]([C@@H:33]([F:44])[C:34]5[CH:39]=[CH:38][C:37]([C:40]([F:43])([F:42])[F:41])=[CH:36][CH:35]=5)=[C:31]([CH:45]5[CH2:50][CH2:49][C:48]([F:52])([F:51])[CH2:47][CH2:46]5)[C:30]5[C@@H:29]([OH:53])[CH2:28][C:27]([CH3:55])([CH3:54])[CH2:26][C:25]=5[N:24]=4)[CH2:19][CH2:18]3)=[N:15][CH:16]=2)[CH:8]=[CH:9][CH:10]=1)([OH:4])=[O:3], predict the reaction product. The product is: [BrH:1].[BrH:1].[C:2]([C:5]1[CH:6]=[C:7]([C:11]2[CH:16]=[N:15][C:14]([N:17]3[CH2:22][CH2:21][CH:20]([C:23]4[C:32]([C@@H:33]([F:44])[C:34]5[CH:39]=[CH:38][C:37]([C:40]([F:41])([F:42])[F:43])=[CH:36][CH:35]=5)=[C:31]([CH:45]5[CH2:50][CH2:49][C:48]([F:51])([F:52])[CH2:47][CH2:46]5)[C:30]5[C@@H:29]([OH:53])[CH2:28][C:27]([CH3:55])([CH3:54])[CH2:26][C:25]=5[N:24]=4)[CH2:19][CH2:18]3)=[N:13][CH:12]=2)[CH:8]=[CH:9][CH:10]=1)([OH:4])=[O:3].